From a dataset of Forward reaction prediction with 1.9M reactions from USPTO patents (1976-2016). Predict the product of the given reaction. (1) The product is: [OH:23][C:20]([CH:17]1[CH2:18][CH2:19][N:14]([C:12]([C:10]2[CH:9]=[CH:8][C:6]3[N:7]=[C:2]([N:34]4[C:35]5[CH:41]=[CH:40][CH:39]=[CH:38][C:36]=5[N:37]=[C:33]4[CH:30]([CH3:32])[CH3:31])[N:3]=[C:4]([N:24]4[CH2:29][CH2:28][O:27][CH2:26][CH2:25]4)[C:5]=3[N:11]=2)=[O:13])[CH2:15][CH2:16]1)([CH3:22])[CH3:21]. Given the reactants Cl[C:2]1[N:3]=[C:4]([N:24]2[CH2:29][CH2:28][O:27][CH2:26][CH2:25]2)[C:5]2[N:11]=[C:10]([C:12]([N:14]3[CH2:19][CH2:18][CH:17]([C:20]([OH:23])([CH3:22])[CH3:21])[CH2:16][CH2:15]3)=[O:13])[CH:9]=[CH:8][C:6]=2[N:7]=1.[CH:30]([C:33]1[NH:37][C:36]2[CH:38]=[CH:39][CH:40]=[CH:41][C:35]=2[N:34]=1)([CH3:32])[CH3:31].CC(C)([O-])C.[Na+], predict the reaction product. (2) Given the reactants [CH2:1]1[C:10]2[C:5](=[CH:6][CH:7]=[CH:8][CH:9]=2)[CH2:4][CH2:3][N:2]1[C:11]1[C:20]2[C:15](=[CH:16][CH:17]=[C:18](I)[CH:19]=2)[N:14]=[CH:13][N:12]=1.[CH3:22][C:23]1[N:40]([CH2:41][O:42][CH2:43][CH2:44][Si:45]([CH3:48])([CH3:47])[CH3:46])[C:26]2=[N:27][CH:28]=[C:29](B3OC(C)(C)C(C)(C)O3)[CH:30]=[C:25]2[N:24]=1.C(=O)([O-])O.[Na+], predict the reaction product. The product is: [CH2:1]1[C:10]2[C:5](=[CH:6][CH:7]=[CH:8][CH:9]=2)[CH2:4][CH2:3][N:2]1[C:11]1[C:20]2[C:15](=[CH:16][CH:17]=[C:18]([C:29]3[CH:30]=[C:25]4[N:24]=[C:23]([CH3:22])[N:40]([CH2:41][O:42][CH2:43][CH2:44][Si:45]([CH3:46])([CH3:48])[CH3:47])[C:26]4=[N:27][CH:28]=3)[CH:19]=2)[N:14]=[CH:13][N:12]=1. (3) Given the reactants [OH:1][C:2]1[C:3]([CH2:13][CH:14]=[CH2:15])=[C:4]2[C:9](=[CH:10][CH:11]=1)[C:8](=[O:12])[CH2:7][CH2:6][CH2:5]2.O[CH2:17][CH2:18][CH2:19][CH2:20][CH2:21][NH:22][C:23](=[O:29])[O:24][C:25]([CH3:28])([CH3:27])[CH3:26].C1C=CC(P(C2C=CC=CC=2)C2C=CC=CC=2)=CC=1.N(C(OCC)=O)=NC(OCC)=O, predict the reaction product. The product is: [C:25]([O:24][C:23]([NH:22][CH2:21][CH2:20][CH2:19][CH2:18][CH2:17][O:1][C:2]1[C:3]([CH2:13][CH:14]=[CH2:15])=[C:4]2[C:9](=[CH:10][CH:11]=1)[C:8](=[O:12])[CH2:7][CH2:6][CH2:5]2)=[O:29])([CH3:28])([CH3:27])[CH3:26]. (4) Given the reactants C(OC([N:11]1[CH2:17][CH2:16][CH2:15][C@H:14]([NH:18][C:19]([N:21]2[CH2:27][CH2:26][C@@H:25]3[C@H:22]2[C:23](=[O:32])[N:24]3[S:28]([OH:31])(=[O:30])=[O:29])=[O:20])[CH2:13][CH2:12]1)=O)C1C=CC=CC=1, predict the reaction product. The product is: [NH:11]1[CH2:17][CH2:16][CH2:15][C@H:14]([NH:18][C:19]([N:21]2[CH2:27][CH2:26][C@@H:25]3[C@H:22]2[C:23](=[O:32])[N:24]3[S:28]([OH:31])(=[O:30])=[O:29])=[O:20])[CH2:13][CH2:12]1. (5) Given the reactants Br[C:2]1[CH:3]=[C:4]2[C:9](=[CH:10][CH:11]=1)[N:8]=[C:7]([NH:12][CH2:13][C:14]1[CH:19]=[CH:18][C:17]([O:20][CH3:21])=[CH:16][CH:15]=1)[C:6]([N:22]1[CH2:27][CH2:26][O:25][CH2:24][CH2:23]1)=[CH:5]2.[CH3:28][C:29]1([CH3:45])[C:33]([CH3:35])([CH3:34])[O:32][B:31]([B:31]2[O:32][C:33]([CH3:35])([CH3:34])[C:29]([CH3:45])([CH3:28])[O:30]2)[O:30]1.C([O-])(=O)C.[K+].CN(C=O)C, predict the reaction product. The product is: [CH3:21][O:20][C:17]1[CH:18]=[CH:19][C:14]([CH2:13][NH:12][C:7]2[C:6]([N:22]3[CH2:27][CH2:26][O:25][CH2:24][CH2:23]3)=[CH:5][C:4]3[C:9](=[CH:10][CH:11]=[C:2]([B:31]4[O:32][C:33]([CH3:35])([CH3:34])[C:29]([CH3:45])([CH3:28])[O:30]4)[CH:3]=3)[N:8]=2)=[CH:15][CH:16]=1. (6) Given the reactants [CH2:1]([C@@H:8]1[NH:13][CH2:12][CH2:11][N:10]([C:14]2[CH:19]=[CH:18][C:17]([O:20][CH3:21])=[C:16]([O:22][CH:23]3[CH2:27][CH2:26][CH2:25][CH2:24]3)[CH:15]=2)[CH2:9]1)[C:2]1[CH:7]=[CH:6][CH:5]=[CH:4][CH:3]=1.[C:28]([NH:35][CH2:36][C:37](O)=[O:38])([O:30][C:31]([CH3:34])([CH3:33])[CH3:32])=[O:29].C(N(C(C)C)CC)(C)C.F[P-](F)(F)(F)(F)F.N1(OC(N(C)C)=[N+](C)C)C2N=CC=CC=2N=N1, predict the reaction product. The product is: [C:31]([O:30][C:28](=[O:29])[NH:35][CH2:36][C:37]([N:13]1[CH2:12][CH2:11][N:10]([C:14]2[CH:19]=[CH:18][C:17]([O:20][CH3:21])=[C:16]([O:22][CH:23]3[CH2:27][CH2:26][CH2:25][CH2:24]3)[CH:15]=2)[CH2:9][C@@H:8]1[CH2:1][C:2]1[CH:3]=[CH:4][CH:5]=[CH:6][CH:7]=1)=[O:38])([CH3:34])([CH3:32])[CH3:33].